This data is from Reaction yield outcomes from USPTO patents with 853,638 reactions. The task is: Predict the reaction yield, written as a fraction of the theoretical maximum amount of product (1.0 means a 100% yield; for example, 0.34 means a 34% yield). (1) No catalyst specified. The yield is 0.0700. The product is [O:35]1[C:36]2[CH:37]=[CH:18][CH:19]=[CH:20][C:21]=2[CH:33]=[C:34]1[C:18]1[C:19]2[C:24](=[CH:23][CH:22]=[C:21]([C:25]([NH:27][CH:28]([CH3:29])[CH3:30])=[O:26])[CH:20]=2)[NH:16][N:17]=1. The reactants are O1C2C=CC=CC=2C=C1C1CCCOC1[N:16]1[C:24]2[C:19](=[CH:20][C:21]([C:25]([NH:27][CH:28]([CH3:30])[CH3:29])=[O:26])=[CH:22][CH:23]=2)[CH:18]=[N:17]1.Cl.O1[CH2:37][CH2:36][O:35][CH2:34][CH2:33]1. (2) The yield is 0.500. The reactants are [CH3:1][O:2][C:3]([C:5]1[S:6][C:7]([CH2:12]Cl)=[C:8]([CH2:10]Cl)[CH:9]=1)=[O:4].[S-2:14].[Na+].[Na+]. The product is [CH3:1][O:2][C:3]([C:5]1[S:6][C:7]2[CH2:12][S:14][CH2:10][C:8]=2[CH:9]=1)=[O:4]. The catalyst is CO. (3) The reactants are [N:1]1[CH:6]=[CH:5][C:4](/[C:7](/[C:14]2[CH:19]=[CH:18][C:17]([C:20]([F:23])([F:22])[F:21])=[CH:16][CH:15]=2)=[CH:8]\[CH:9]=[CH:10]\[C:11]([OH:13])=O)=[CH:3][CH:2]=1.[NH2:24][C:25]1[CH:34]=[CH:33][CH:32]=[C:31]2[C:26]=1[CH2:27][CH:28]([OH:36])[C:29](=[O:35])[NH:30]2.CCN=C=NCCCN(C)C.Cl.C1C=CC2N(O)N=NC=2C=1.C(=O)([O-])O.[Na+]. The catalyst is CN(C=O)C. The product is [OH:36][CH:28]1[CH2:27][C:26]2[C:31](=[CH:32][CH:33]=[CH:34][C:25]=2[NH:24][C:11](=[O:13])/[CH:10]=[CH:9]/[CH:8]=[C:7](\[C:4]2[CH:3]=[CH:2][N:1]=[CH:6][CH:5]=2)/[C:14]2[CH:15]=[CH:16][C:17]([C:20]([F:23])([F:22])[F:21])=[CH:18][CH:19]=2)[NH:30][C:29]1=[O:35]. The yield is 0.540. (4) The reactants are [C:1]1([CH3:11])[CH:6]=[CH:5][C:4]([S:7](Cl)(=[O:9])=[O:8])=[CH:3][CH:2]=1.[CH3:12][O:13][CH2:14][CH2:15][O:16][CH2:17][CH2:18][O:19][CH2:20][CH2:21][OH:22].O.C(OCC)(=O)C. The catalyst is N1C=CC=CC=1. The product is [CH3:11][C:1]1[CH:6]=[CH:5][C:4]([S:7]([O:22][CH2:21][CH2:20][O:19][CH2:18][CH2:17][O:16][CH2:15][CH2:14][O:13][CH3:12])(=[O:9])=[O:8])=[CH:3][CH:2]=1. The yield is 0.790. (5) The reactants are C12([OH:11])CC3CC(CC(C3)C1)C2.ON1C(=O)C2=CC=CC=C2C1=O.O=O.[C:26]12([OH:37])[CH2:35][CH:30]3[CH2:31][CH:32]([CH2:34][CH:28]([CH2:29]3)[CH:27]1[OH:36])[CH2:33]2. The catalyst is ClC1C=CC=CC=1.C(O)(=O)C. The product is [C:26]12([OH:37])[CH2:35][CH:30]3[CH2:31][CH:32]([CH2:34][CH:28]([CH2:29]3)[C:27]1([OH:11])[OH:36])[CH2:33]2. The yield is 0.505. (6) The reactants are [Br:1][C:2]1[C:10]2[C:5](=[CH:6][CH:7]=[C:8]([C:11]([NH2:13])=O)[CH:9]=2)[N:4]([CH:14]2[CH2:19][CH2:18][CH2:17][CH2:16][O:15]2)[N:3]=1.[NH2:20]N.O.COC(OC)[N:26]([CH3:28])C. No catalyst specified. The product is [Br:1][C:2]1[C:10]2[C:5](=[CH:6][CH:7]=[C:8]([C:11]3[N:26]=[CH:28][NH:20][N:13]=3)[CH:9]=2)[N:4]([CH:14]2[CH2:19][CH2:18][CH2:17][CH2:16][O:15]2)[N:3]=1. The yield is 0.790. (7) The reactants are [Cl:1][C:2]1[C:3]2[CH:10]=[CH:9][S:8][C:4]=2[N:5]=[CH:6][N:7]=1.[Br:11][C:12]1[CH:13]=[C:14]([CH:16]=[CH:17][CH:18]=1)[NH2:15]. The catalyst is COCCO. The product is [ClH:1].[Br:11][C:12]1[CH:13]=[C:14]([CH:16]=[CH:17][CH:18]=1)[NH:15][C:2]1[C:3]2[CH:10]=[CH:9][S:8][C:4]=2[N:5]=[CH:6][N:7]=1. The yield is 0.730. (8) The yield is 0.740. The product is [CH3:1][S:2]([O:5][C:6]1([CH2:9][CH2:10][O:15][C:12](=[O:14])[CH3:13])[CH2:8][CH2:7]1)(=[O:4])=[O:3]. The reactants are [CH3:1][S:2]([O:5][C:6]1([CH2:9][CH2:10]Br)[CH2:8][CH2:7]1)(=[O:4])=[O:3].[C:12]([O-:15])(=[O:14])[CH3:13].[Na+].CS(OC1(CCCl)CC1)(=O)=O.C([O-])(=O)CC.[Na+]. No catalyst specified. (9) The reactants are [Cl:1][C:2]1[C:11]2[C:6](=[CH:7][C:8]([S:12]([O:15]C3C(F)=C(F)C(F)=C(F)C=3F)(=[O:14])=O)=[CH:9][CH:10]=2)[CH:5]=[CH:4][N:3]=1.[O:27]1[CH:31]=[CH:30][C:29]([NH2:32])=[N:28]1.C[Si]([N-][Si](C)(C)C)(C)C.[Li+]. No catalyst specified. The product is [Cl:1][C:2]1[C:11]2[C:6](=[CH:7][C:8]([S:12]([NH:32][C:29]3[CH:30]=[CH:31][O:27][N:28]=3)(=[O:14])=[O:15])=[CH:9][CH:10]=2)[CH:5]=[CH:4][N:3]=1. The yield is 0.749.